Dataset: Forward reaction prediction with 1.9M reactions from USPTO patents (1976-2016). Task: Predict the product of the given reaction. (1) Given the reactants CC1(C)C(C)(C)OB([C:9]2[CH:10]=[CH:11][C:12]3[O:16][C:15]([CH:17]4[CH2:22][CH2:21][N:20]([C:23]([O:25][C:26]([CH3:29])([CH3:28])[CH3:27])=[O:24])[CH2:19][CH2:18]4)=[N:14][C:13]=3[CH:30]=2)O1.Br[C:33]1[CH:38]=[CH:37][C:36]([N:39]2[CH:43]=[N:42][N:41]=[N:40]2)=[CH:35][C:34]=1[F:44], predict the reaction product. The product is: [F:44][C:34]1[CH:35]=[C:36]([N:39]2[CH:43]=[N:42][N:41]=[N:40]2)[CH:37]=[CH:38][C:33]=1[C:9]1[CH:10]=[CH:11][C:12]2[O:16][C:15]([CH:17]3[CH2:18][CH2:19][N:20]([C:23]([O:25][C:26]([CH3:28])([CH3:29])[CH3:27])=[O:24])[CH2:21][CH2:22]3)=[N:14][C:13]=2[CH:30]=1. (2) Given the reactants C([O:4][C@H:5]1[CH2:10][CH2:9][C@@:8]([C@H:12]2[CH2:20][CH2:19][C@@:18]3([CH3:21])[C@@H:14]([CH2:15][CH2:16][C:17]3=[CH2:22])[C@@H:13]2[CH2:23][O:24][Si:25]([C:28]([CH3:31])([CH3:30])[CH3:29])([CH3:27])[CH3:26])([CH3:11])[C@@H:7]([CH2:32][O:33][Si:34]([C:37]([CH3:40])([CH3:39])[CH3:38])([CH3:36])[CH3:35])[CH2:6]1)(=O)C.[H-].[H-].[H-].[H-].[Li+].[Al+3].CCOCC, predict the reaction product. The product is: [Si:34]([O:33][CH2:32][C@@H:7]1[C@:8]([C@H:12]2[CH2:20][CH2:19][C@@:18]3([CH3:21])[C@@H:14]([CH2:15][CH2:16][C:17]3=[CH2:22])[C@@H:13]2[CH2:23][O:24][Si:25]([C:28]([CH3:31])([CH3:30])[CH3:29])([CH3:27])[CH3:26])([CH3:11])[CH2:9][CH2:10][C@H:5]([OH:4])[CH2:6]1)([C:37]([CH3:40])([CH3:39])[CH3:38])([CH3:36])[CH3:35]. (3) Given the reactants CC1C=CC(S(OCC2CC3C=CC=C(OS(C(F)(F)F)(=O)=O)C=3O2)(=O)=O)=CC=1.P([O-])([O-])([O-])=O.[K+].[K+].[K+].[CH3:38][C:39]1[CH:44]=[CH:43][C:42]([S:45]([O:48][CH2:49][CH:50]2[CH2:54][C:53]3[CH:55]=[CH:56][CH:57]=[C:58]([C:59]4[CH:64]=[C:63](C(F)(F)F)[CH:62]=[C:61]([C:69](F)(F)F)[CH:60]=4)[C:52]=3[O:51]2)(=[O:47])=[O:46])=[CH:41][CH:40]=1, predict the reaction product. The product is: [CH3:38][C:39]1[CH:40]=[CH:41][C:42]([S:45]([O:48][CH2:49][CH:50]2[CH2:54][C:53]3[CH:55]=[CH:56][CH:57]=[C:58]([C:59]4[CH:64]=[CH:63][CH:62]=[C:61]([CH3:69])[CH:60]=4)[C:52]=3[O:51]2)(=[O:46])=[O:47])=[CH:43][CH:44]=1. (4) Given the reactants [Br:1][C:2]1[CH:7]=[CH:6][C:5](I)=[CH:4][CH:3]=1.[CH:9]12[CH2:22][CH:13]([N:14]1[C:15]([O:17][C:18]([CH3:21])([CH3:20])[CH3:19])=[O:16])[CH2:12][NH:11][CH2:10]2.CC1(C)C2C(=C(P(C3C=CC=CC=3)C3C=CC=CC=3)C=CC=2)OC2C(P(C3C=CC=CC=3)C3C=CC=CC=3)=CC=CC1=2.CC(C)([O-])C.[Na+], predict the reaction product. The product is: [Br:1][C:2]1[CH:7]=[CH:6][C:5]([N:11]2[CH2:12][CH:13]3[CH2:22][CH:9]([N:14]3[C:15]([O:17][C:18]([CH3:21])([CH3:20])[CH3:19])=[O:16])[CH2:10]2)=[CH:4][CH:3]=1. (5) Given the reactants [Cl:1][C:2]1[N:14]=[C:13](Cl)[CH:12]=[C:11]([C:16]([F:19])([F:18])[F:17])[C:3]=1[C:4]([O:6][C:7]([CH3:10])([CH3:9])[CH3:8])=[O:5].[F:20][C:21]1[CH:22]=[C:23](B(O)O)[CH:24]=[C:25]([F:27])[CH:26]=1.C(=O)([O-])[O-].[K+].[K+].C1(C)C=CC=CC=1P(C1C=CC=CC=1C)C1C=CC=CC=1C, predict the reaction product. The product is: [Cl:1][C:2]1[N:14]=[C:13]([C:23]2[CH:22]=[C:21]([F:20])[CH:26]=[C:25]([F:27])[CH:24]=2)[CH:12]=[C:11]([C:16]([F:19])([F:18])[F:17])[C:3]=1[C:4]([O:6][C:7]([CH3:10])([CH3:9])[CH3:8])=[O:5]. (6) Given the reactants [Cl:1][C:2]1[C:11]2[C:6](=[CH:7][CH:8]=[CH:9][CH:10]=2)[CH:5]=[CH:4][CH:3]=1.[Cl-].[Al+3].[Cl-].[Cl-].[C:16](Cl)(=[O:19])[CH2:17][CH3:18], predict the reaction product. The product is: [Cl:1][C:2]1[C:11]2[C:6](=[CH:7][CH:8]=[CH:9][CH:10]=2)[C:5]([C:16](=[O:19])[CH2:17][CH3:18])=[CH:4][CH:3]=1. (7) The product is: [NH2:1][C:2]1[C:3]([NH:12][CH2:13][CH2:14][OH:15])=[C:4]([CH:9]=[CH:10][C:11]=1[Cl:16])[C:5]([O:7][CH3:8])=[O:6]. Given the reactants [NH2:1][C:2]1[C:3]([NH:12][CH2:13][CH2:14][OH:15])=[C:4]([CH:9]=[CH:10][CH:11]=1)[C:5]([O:7][CH3:8])=[O:6].[Cl:16]N1C(=O)CCC1=O.S([O-])([O-])=O.[Na+].[Na+], predict the reaction product. (8) Given the reactants [CH:1]([N:4]1[CH2:9][CH2:8][N:7]([C:10]([C:12]2[CH:13]=[C:14]3[C:18](=[CH:19][CH:20]=2)[NH:17][C:16]([C:21]([OH:23])=O)=[CH:15]3)=[O:11])[CH2:6][CH2:5]1)([CH3:3])[CH3:2].Cl.F[B-](F)(F)F.N1(OC(N(C)C)=[N+](C)C)C2C=CC=CC=2N=N1.[CH3:47][O:48][CH:49]1[CH2:54][CH2:53][NH:52][CH2:51][CH2:50]1.C(N(CC)C(C)C)(C)C, predict the reaction product. The product is: [CH:1]([N:4]1[CH2:5][CH2:6][N:7]([C:10]([C:12]2[CH:13]=[C:14]3[C:18](=[CH:19][CH:20]=2)[NH:17][C:16]([C:21]([N:52]2[CH2:53][CH2:54][CH:49]([O:48][CH3:47])[CH2:50][CH2:51]2)=[O:23])=[CH:15]3)=[O:11])[CH2:8][CH2:9]1)([CH3:3])[CH3:2].